From a dataset of Forward reaction prediction with 1.9M reactions from USPTO patents (1976-2016). Predict the product of the given reaction. Given the reactants [Br:1][C:2]1[C:11]2[C:6](=[CH:7][CH:8]=[CH:9][CH:10]=2)[C:5]([OH:12])=[C:4]([C:13]([OH:15])=O)[CH:3]=1.[C:16]([C:18]1[CH:24]=[CH:23][C:21]([NH2:22])=[C:20]([O:25][C:26]([F:29])([F:28])[F:27])[CH:19]=1)#[N:17], predict the reaction product. The product is: [C:16]([C:18]1[CH:24]=[CH:23][C:21]([NH:22][C:13]([C:4]2[CH:3]=[C:2]([Br:1])[C:11]3[C:6](=[CH:7][CH:8]=[CH:9][CH:10]=3)[C:5]=2[OH:12])=[O:15])=[C:20]([O:25][C:26]([F:27])([F:28])[F:29])[CH:19]=1)#[N:17].